Dataset: Drug-target binding data from BindingDB using IC50 measurements. Task: Regression. Given a target protein amino acid sequence and a drug SMILES string, predict the binding affinity score between them. We predict pIC50 (pIC50 = -log10(IC50 in M); higher means more potent). Dataset: bindingdb_ic50. (1) The small molecule is Cc1csc2nc([C@H](C)NC(=O)/C=C/c3sccc3Br)oc(=O)c12. The target protein (P03234) has sequence MVQAPSVYVCGFVERPDAPPKDACLHLDPLTVKSQLPLKKPLPLTVEHLPDAPVGSVFGLYQSRAGLFSAASITSGDFLSLLDSIYHDCDIAQSQRLPLPREPKVEALHAWLPSLSLASLHPDIPQTTADGGKLSFFDHVSICALGRRRGTTAVYGTDLAWVLKHFSDLEPSIAAQIENDANAAKRESGCPEDHPLPLTKLIAKAIDAGFLRNRVETLRQDRGVANIPAESYLKASDAPDLQKPDKALQSPPPASTDPATMLSGNAGEGATACGGSAAAGQDLISVPRNTFMTLLQTNLDNKPPRQTPLPYAAPLPPFSHQAIATAPSYGPGAGAVAPAGGYFTSPGGYYAGPAGGDPGAFLAMDAHTYHPHPHPPPAYFGLPGLFGPPPPVPPYYGSHLRADYVPAPSRSNKRKRDPEEDEEGGGLFPGEDATLYRKDIAGLSKSVNELQHTLQALRRETLSYGHTGVGYCPQQGPCYTHSGPYGFQPHQSYEVPRYVP.... The pIC50 is 6.0. (2) The compound is Cc1cc(C)n2c(=S)[nH]nc2n1. The target protein sequence is MDKKAREYAQDALKFIQRSGSNFLACKNLKERLENNGFINLSEGETWNLNKNEGYVLCKENRNICGFFVGKNFNIDTGSILISIGHIDSCALKISPNNNVIKKKIHQINVECYGSGLWHTWFDRSLGLSGQVLYKKGNKLVEKLIQINKSVLFLPSLAIHLQNRTRYDFSVKINYENHIKPIISTTLFNQLNKCKRNNVHHDTILTTDTKFSHKENSQNKRDDQMCHSFNDKDVSNHNLDKNTIEHLTNQQNEEKNKHTKDNPNSKDIVEHINTDNSYPLLYLLSKELNCKEEDILDFELCLMDTQEPCFTGVYEEFIEGARFDNLLGSFCVFEGFIELVNSIKNHTSNENTNHTNNITNDINDNIHNNLYISIGYDHEEIGSLSEVGARSYCTKNFIDRIISSVFKKEIHEKNLSVQEIYGNLVNRSFILNVDMAHCSHPNYPETVQDNHQLFFHEGIAIKYNTNKNYVTSPLHASLIKRTFELYYNKYKQQIKYQNFM.... The pIC50 is 5.2.